This data is from Forward reaction prediction with 1.9M reactions from USPTO patents (1976-2016). The task is: Predict the product of the given reaction. (1) Given the reactants [F:1][C:2]1[CH:10]=[CH:9][C:5]([C@@H:6]([NH2:8])[CH3:7])=[CH:4][CH:3]=1.C([O:15][C:16]([C:18]1[CH:23]=[CH:22][CH:21]=[CH:20][C:19]=1[C:24]1[CH:29]=[CH:28][C:27]([CH2:30][N:31]2[C:39]3[C:34](=[CH:35][C:36]([C:40](O)=[O:41])=[CH:37][CH:38]=3)[C:33]([CH3:43])=[C:32]2[CH3:44])=[CH:26][CH:25]=1)=[O:17])(C)(C)C, predict the reaction product. The product is: [F:1][C:2]1[CH:10]=[CH:9][C:5]([C@@H:6]([NH:8][C:40]([C:36]2[CH:35]=[C:34]3[C:39](=[CH:38][CH:37]=2)[N:31]([CH2:30][C:27]2[CH:26]=[CH:25][C:24]([C:19]4[C:18]([C:16]([OH:17])=[O:15])=[CH:23][CH:22]=[CH:21][CH:20]=4)=[CH:29][CH:28]=2)[C:32]([CH3:44])=[C:33]3[CH3:43])=[O:41])[CH3:7])=[CH:4][CH:3]=1. (2) Given the reactants [CH3:1][C:2]1[NH:3][C:4](=[O:28])[C:5]([CH2:13][C:14]2[CH:19]=[CH:18][C:17]([C:20]3[C:21]([C:26]#[N:27])=[CH:22][CH:23]=[CH:24][CH:25]=3)=[CH:16][CH:15]=2)=[C:6]([CH2:8][CH2:9][CH2:10][CH2:11][CH3:12])[N:7]=1.[C:29]1(B(O)O)[CH:34]=[CH:33][CH:32]=[CH:31][CH:30]=1.C([N:40](CC)CC)C.N1C=CC=CC=1.[C:51]([O:54]CC)(=[O:53])C, predict the reaction product. The product is: [CH3:1][C:2]1[N:3]([C:29]2[CH:34]=[CH:33][CH:32]=[CH:31][CH:30]=2)[C:4](=[O:28])[C:5]([CH2:13][C:14]2[CH:15]=[CH:16][C:17]([C:20]3[CH:25]=[CH:24][CH:23]=[CH:22][C:21]=3[C:26]3[NH:40][C:51](=[O:53])[O:54][N:27]=3)=[CH:18][CH:19]=2)=[C:6]([CH2:8][CH2:9][CH2:10][CH2:11][CH3:12])[N:7]=1. (3) Given the reactants [CH3:1][O:2][C:3](=[O:33])[CH2:4][C@H:5]1[C:9]2[CH:10]=[CH:11][C:12]([O:14][C@H:15]3[C:23]4[C:18](=[C:19]([O:25][C:26]5[CH:31]=[CH:30][C:29](Br)=[CH:28][CH:27]=5)[CH:20]=[CH:21][C:22]=4[F:24])[CH2:17][CH2:16]3)=[CH:13][C:8]=2[O:7][CH2:6]1.[Br-].[S:35]1[CH:39]=[CH:38][N:37]=[C:36]1[Zn+].O1CCCC1, predict the reaction product. The product is: [CH3:1][O:2][C:3](=[O:33])[CH2:4][C@H:5]1[C:9]2[CH:10]=[CH:11][C:12]([O:14][C@H:15]3[C:23]4[C:18](=[C:19]([O:25][C:26]5[CH:31]=[CH:30][C:29]([C:36]6[S:35][CH:39]=[CH:38][N:37]=6)=[CH:28][CH:27]=5)[CH:20]=[CH:21][C:22]=4[F:24])[CH2:17][CH2:16]3)=[CH:13][C:8]=2[O:7][CH2:6]1.